From a dataset of Reaction yield outcomes from USPTO patents with 853,638 reactions. Predict the reaction yield, written as a fraction of the theoretical maximum amount of product (1.0 means a 100% yield; for example, 0.34 means a 34% yield). (1) The reactants are [NH2:1][CH2:2][CH2:3][CH2:4][NH:5][C:6](=[O:12])[O:7][C:8]([CH3:11])([CH3:10])[CH3:9].[F:13][C:14]1[CH:15]=[C:16]([C:20](=O)[CH3:21])[CH:17]=[CH:18][CH:19]=1.[BH4-].[Na+]. The catalyst is CO.CC(C)[O-].[Ti+4].CC(C)[O-].CC(C)[O-].CC(C)[O-]. The product is [F:13][C:14]1[CH:15]=[C:16]([CH:20]([NH:1][CH2:2][CH2:3][CH2:4][NH:5][C:6](=[O:12])[O:7][C:8]([CH3:9])([CH3:11])[CH3:10])[CH3:21])[CH:17]=[CH:18][CH:19]=1. The yield is 1.00. (2) The reactants are C([O:4][C:5]1[CH:10]=[CH:9][C:8]([C:11]2[O:15][C:14]([CH:16]([O:29][Si](C(C)(C)C)(C)C)[CH2:17][CH2:18][CH2:19][CH2:20][CH2:21][CH2:22][C:23]3[CH:28]=[CH:27][CH:26]=[CH:25][CH:24]=3)=[N:13][CH:12]=2)=[CH:7][CH:6]=1)(=O)C.[N+](CCCC)(CCCC)(CCCC)CCCC.[F-]. The catalyst is CCOC(C)=O. The product is [OH:4][C:5]1[CH:6]=[CH:7][C:8]([C:11]2[O:15][C:14]([C:16](=[O:29])[CH2:17][CH2:18][CH2:19][CH2:20][CH2:21][CH2:22][C:23]3[CH:24]=[CH:25][CH:26]=[CH:27][CH:28]=3)=[N:13][CH:12]=2)=[CH:9][CH:10]=1. The yield is 0.100. (3) The reactants are CN(C)C=O.[H-].[Na+].[Cl:8][C:9]1[CH:14]=[C:13]([O:15][C:16]2[C:25]3[C:20](=[CH:21][C:22]([O:28][CH3:29])=[C:23]([O:26][CH3:27])[CH:24]=3)[N:19]=[CH:18][N:17]=2)[CH:12]=[CH:11][C:10]=1[NH:30][C:31](=[O:41])[O:32][CH2:33][C:34]1[CH:39]=[CH:38][CH:37]=[CH:36][C:35]=1[CH3:40].[CH2:42](I)[CH3:43]. The catalyst is O. The product is [Cl:8][C:9]1[CH:14]=[C:13]([O:15][C:16]2[C:25]3[C:20](=[CH:21][C:22]([O:28][CH3:29])=[C:23]([O:26][CH3:27])[CH:24]=3)[N:19]=[CH:18][N:17]=2)[CH:12]=[CH:11][C:10]=1[N:30]([CH2:42][CH3:43])[C:31](=[O:41])[O:32][CH2:33][C:34]1[CH:39]=[CH:38][CH:37]=[CH:36][C:35]=1[CH3:40]. The yield is 0.790. (4) The reactants are [N:1]1[CH:6]=[CH:5][CH:4]=[C:3]([N:7]2[CH2:13][CH:12]3[CH:8]2[CH2:9][NH:10][CH2:11]3)[CH:2]=1.[C:14]([OH:21])(=[O:20])/[CH:15]=[CH:16]/[C:17]([OH:19])=[O:18]. The catalyst is CO.C(OC(=O)C)(C)C. The product is [C:14]([OH:21])(=[O:20])/[CH:15]=[CH:16]/[C:17]([OH:19])=[O:18].[N:1]1[CH:6]=[CH:5][CH:4]=[C:3]([N:7]2[CH2:13][C@@H:12]3[C@H:8]2[CH2:9][NH:10][CH2:11]3)[CH:2]=1. The yield is 0.440. (5) The catalyst is CN(C=O)C. The yield is 0.550. The product is [CH2:1]([O:8][C:9]([N:11]1[CH:15]([C:16](=[O:26])[NH:17][C:18]2[CH:23]=[CH:22][C:21]([CH2:24][NH:25][C:34]([NH:33][CH2:36][C:37]3[CH:42]=[CH:41][CH:40]=[CH:39][CH:38]=3)=[O:35])=[CH:20][CH:19]=2)[CH2:14][S:13][CH:12]1[C:27]1[CH:28]=[CH:29][N:30]=[CH:31][CH:32]=1)=[O:10])[C:2]1[CH:7]=[CH:6][CH:5]=[CH:4][CH:3]=1. The reactants are [CH2:1]([O:8][C:9]([N:11]1[CH:15]([C:16](=[O:26])[NH:17][C:18]2[CH:23]=[CH:22][C:21]([CH2:24][NH2:25])=[CH:20][CH:19]=2)[CH2:14][S:13][CH:12]1[C:27]1[CH:32]=[CH:31][N:30]=[CH:29][CH:28]=1)=[O:10])[C:2]1[CH:7]=[CH:6][CH:5]=[CH:4][CH:3]=1.[N:33]([CH2:36][C:37]1[CH:42]=[CH:41][CH:40]=[CH:39][CH:38]=1)=[C:34]=[O:35].CCN(C(C)C)C(C)C. (6) The product is [NH2:1][C:2]1[N:7]=[C:6]([C:8]2[C:9]([CH:30]3[CH2:32][CH2:31]3)=[N:10][C:11]([N:16]3[CH2:21][CH2:20][N:19]([C:22](=[O:26])[CH2:23][CH2:24][OH:25])[C@H:18]([CH:27]4[CH2:29][CH2:28]4)[CH2:17]3)=[C:12]([CH:15]=2)[C:13]#[N:14])[CH:5]=[C:4]([CH:38]=[CH2:39])[N:3]=1. The yield is 0.700. The reactants are [NH2:1][C:2]1[N:7]=[C:6]([C:8]2[C:9]([CH:30]3[CH2:32][CH2:31]3)=[N:10][C:11]([N:16]3[CH2:21][CH2:20][N:19]([C:22](=[O:26])[CH2:23][CH2:24][OH:25])[C@H:18]([CH:27]4[CH2:29][CH2:28]4)[CH2:17]3)=[C:12]([CH:15]=2)[C:13]#[N:14])[CH:5]=[C:4](Cl)[N:3]=1.[K].[F-].[Cs+].O1CCO[CH2:39][CH2:38]1. The catalyst is O.C1C=CC([P]([Pd]([P](C2C=CC=CC=2)(C2C=CC=CC=2)C2C=CC=CC=2)([P](C2C=CC=CC=2)(C2C=CC=CC=2)C2C=CC=CC=2)[P](C2C=CC=CC=2)(C2C=CC=CC=2)C2C=CC=CC=2)(C2C=CC=CC=2)C2C=CC=CC=2)=CC=1. (7) The reactants are Br[C:2]1[CH:24]=[CH:23][C:5]2[C:6]3[N:7]([CH:11]=[C:12]([C:14]4[N:18]([CH:19]([CH3:21])[CH3:20])[N:17]=[C:16](C)[N:15]=4)[N:13]=3)[CH2:8][CH2:9][O:10][C:4]=2[CH:3]=1.[Si]([O:32][C:33]([O:35][CH3:36])=[CH2:34])(C(C)(C)C)(C)C.C([Sn](F)(CCCC)CCCC)CCC. The catalyst is O1CCCC1.CC1C=CC=CC=1[P](C1C=CC=CC=1C)([Pd](Cl)(Cl)[P](C1=C(C)C=CC=C1)(C1C=CC=CC=1C)C1C=CC=CC=1C)C1C=CC=CC=1C. The product is [CH:19]([N:18]1[C:14]([C:12]2[N:13]=[C:6]3[C:5]4[CH:23]=[CH:24][C:2]([CH2:34][C:33]([O:35][CH3:36])=[O:32])=[CH:3][C:4]=4[O:10][CH2:9][CH2:8][N:7]3[CH:11]=2)=[N:15][CH:16]=[N:17]1)([CH3:21])[CH3:20]. The yield is 0.510. (8) The reactants are [Cl:1][C:2]1[C:3]([O:12][C:13]2[CH:18]=[C:17]([O:19][CH2:20][CH2:21][O:22][CH3:23])[CH:16]=[CH:15][C:14]=2/[CH:24]=[CH:25]/[CH2:26][OH:27])=[N:4][CH:5]=[C:6]([C:8]([F:11])([F:10])[F:9])[CH:7]=1.Cl[S:29]([N:32]=[C:33]=[O:34])(=[O:31])=[O:30].[CH2:35]([NH2:40])[CH2:36][CH2:37][CH2:38][CH3:39].Cl. The catalyst is C(#N)C.N1C=CC=CC=1. The product is [CH2:35]([NH:40][S:29]([NH:32][C:33](=[O:34])[O:27][CH2:26]/[CH:25]=[CH:24]/[C:14]1[CH:15]=[CH:16][C:17]([O:19][CH2:20][CH2:21][O:22][CH3:23])=[CH:18][C:13]=1[O:12][C:3]1[C:2]([Cl:1])=[CH:7][C:6]([C:8]([F:9])([F:11])[F:10])=[CH:5][N:4]=1)(=[O:31])=[O:30])[CH2:36][CH2:37][CH2:38][CH3:39]. The yield is 0.260. (9) The reactants are [CH:1]1([NH:7][C:8]2[C:13]([C:14](O)=[O:15])=[CH:12][N:11]=[C:10]3[N:17]([CH2:20][O:21][CH2:22][CH2:23][Si:24]([CH3:27])([CH3:26])[CH3:25])[CH:18]=[CH:19][C:9]=23)[CH2:6][CH2:5][CH2:4][CH2:3][CH2:2]1.Cl.C[N:30](C)CCCN=C=NCC.ON1C2C=CC=CC=2N=N1.N.CO.[Cl-].[NH4+]. The catalyst is ClCCl. The product is [CH:1]1([NH:7][C:8]2[C:13]([C:14]([NH2:30])=[O:15])=[CH:12][N:11]=[C:10]3[N:17]([CH2:20][O:21][CH2:22][CH2:23][Si:24]([CH3:27])([CH3:25])[CH3:26])[CH:18]=[CH:19][C:9]=23)[CH2:2][CH2:3][CH2:4][CH2:5][CH2:6]1. The yield is 0.710.